This data is from NCI-60 drug combinations with 297,098 pairs across 59 cell lines. The task is: Regression. Given two drug SMILES strings and cell line genomic features, predict the synergy score measuring deviation from expected non-interaction effect. (1) Drug 1: C1C(C(OC1N2C=C(C(=O)NC2=O)F)CO)O. Drug 2: CN(C(=O)NC(C=O)C(C(C(CO)O)O)O)N=O. Cell line: NCI-H322M. Synergy scores: CSS=-4.67, Synergy_ZIP=1.75, Synergy_Bliss=0.464, Synergy_Loewe=-4.46, Synergy_HSA=-3.19. (2) Drug 1: C1=CC(=CC=C1C#N)C(C2=CC=C(C=C2)C#N)N3C=NC=N3. Drug 2: C1C(C(OC1N2C=C(C(=O)NC2=O)F)CO)O. Cell line: EKVX. Synergy scores: CSS=-0.670, Synergy_ZIP=2.35, Synergy_Bliss=3.52, Synergy_Loewe=-2.49, Synergy_HSA=-1.18. (3) Drug 1: COC1=C(C=C2C(=C1)N=CN=C2NC3=CC(=C(C=C3)F)Cl)OCCCN4CCOCC4. Drug 2: CC1=C2C(C(=O)C3(C(CC4C(C3C(C(C2(C)C)(CC1OC(=O)C(C(C5=CC=CC=C5)NC(=O)OC(C)(C)C)O)O)OC(=O)C6=CC=CC=C6)(CO4)OC(=O)C)O)C)O. Cell line: OVCAR-4. Synergy scores: CSS=37.9, Synergy_ZIP=0.164, Synergy_Bliss=3.74, Synergy_Loewe=5.23, Synergy_HSA=7.66.